Dataset: Catalyst prediction with 721,799 reactions and 888 catalyst types from USPTO. Task: Predict which catalyst facilitates the given reaction. (1) Reactant: CS(C)=O.C(Cl)(=O)C(Cl)=O.[C:11]1([N:17]2[C:25]3[C:20](=[CH:21][CH:22]=[CH:23][CH:24]=3)[CH:19]=[C:18]2[C:26]([NH:28][C@H:29]([C:33]([NH:35][CH:36]([CH:45]([OH:48])[CH2:46][F:47])[CH2:37][C:38]([O:40][C:41]([CH3:44])([CH3:43])[CH3:42])=[O:39])=[O:34])[CH:30]([CH3:32])[CH3:31])=[O:27])[CH:16]=[CH:15][CH:14]=[CH:13][CH:12]=1.C(N(CC)CC)C. Product: [C:11]1([N:17]2[C:25]3[C:20](=[CH:21][CH:22]=[CH:23][CH:24]=3)[CH:19]=[C:18]2[C:26]([NH:28][C@H:29]([C:33]([NH:35][CH:36]([C:45](=[O:48])[CH2:46][F:47])[CH2:37][C:38]([O:40][C:41]([CH3:42])([CH3:44])[CH3:43])=[O:39])=[O:34])[CH:30]([CH3:31])[CH3:32])=[O:27])[CH:12]=[CH:13][CH:14]=[CH:15][CH:16]=1. The catalyst class is: 2. (2) Reactant: [H-].[Na+].[OH:3][C:4]1[CH:5]=[CH:6][C:7]([O:19][CH2:20][C:21]2[CH:26]=[CH:25][CH:24]=[CH:23][CH:22]=2)=[C:8]([CH:18]=1)[C:9]([NH:11][C:12]1[CH:13]=[N:14][CH:15]=[CH:16][CH:17]=1)=[O:10].ClC1C=CC(S(O[CH2:38][C@@H:39]2[CH2:43][CH2:42][CH2:41][N:40]2[C:44]([O:46][C:47]([CH3:50])([CH3:49])[CH3:48])=[O:45])(=O)=O)=CC=1.O. Product: [C:21]1([CH2:20][O:19][C:7]2[CH:6]=[CH:5][C:4]([O:3][CH2:38][C@@H:39]3[CH2:43][CH2:42][CH2:41][N:40]3[C:44]([O:46][C:47]([CH3:48])([CH3:50])[CH3:49])=[O:45])=[CH:18][C:8]=2[C:9]([NH:11][C:12]2[CH:13]=[N:14][CH:15]=[CH:16][CH:17]=2)=[O:10])[CH:22]=[CH:23][CH:24]=[CH:25][CH:26]=1. The catalyst class is: 16. (3) Reactant: Cl.[F:2][C:3]1[CH:20]=[CH:19][C:6]([CH2:7][C:8]2[N:12]=[C:11]([C@H:13]3[CH2:18][CH2:17][CH2:16][NH:15][CH2:14]3)[O:10][N:9]=2)=[CH:5][CH:4]=1.C(N(CC)CC)C.[F:28][C:29]1[CH:37]=[CH:36][C:32]([C:33](Cl)=[O:34])=[CH:31][CH:30]=1.[OH-].[Na+]. Product: [F:2][C:3]1[CH:20]=[CH:19][C:6]([CH2:7][C:8]2[N:12]=[C:11]([C@H:13]3[CH2:18][CH2:17][CH2:16][N:15]([C:33]([C:32]4[CH:36]=[CH:37][C:29]([F:28])=[CH:30][CH:31]=4)=[O:34])[CH2:14]3)[O:10][N:9]=2)=[CH:5][CH:4]=1. The catalyst class is: 4. (4) Reactant: CC1C=CC(S(O[CH2:12][C@@H:13]2[O:18][C:17]3[CH:19]=[C:20]([S:23]([CH3:26])(=[O:25])=[O:24])[CH:21]=[CH:22][C:16]=3[O:15][CH2:14]2)(=O)=O)=CC=1.[CH3:27][C:28]([CH3:32])([CH3:31])[CH2:29][NH2:30]. Product: [CH3:27][C:28]([CH3:32])([CH3:31])[CH2:29][NH:30][CH2:12][C@@H:13]1[O:18][C:17]2[CH:19]=[C:20]([S:23]([CH3:26])(=[O:24])=[O:25])[CH:21]=[CH:22][C:16]=2[O:15][CH2:14]1. The catalyst class is: 10. (5) The catalyst class is: 62. Product: [Cl:1][C:2]1[C:7]([NH:8][C:10]2[CH:17]=[CH:16][CH:15]=[CH:14][C:11]=2[CH:12]=[CH2:13])=[CH:6][CH:5]=[CH:4][N:3]=1. Reactant: [Cl:1][C:2]1[C:7]([NH2:8])=[CH:6][CH:5]=[CH:4][N:3]=1.Br[C:10]1[CH:17]=[CH:16][CH:15]=[CH:14][C:11]=1[CH:12]=[CH2:13].CN(C1C(C2C(P(C3CCCCC3)C3CCCCC3)=CC=CC=2)=CC=CC=1)C. (6) Reactant: [F:1][C:2]1[C:3]([NH:29][C@H:30]2[CH:35]3[CH2:36][CH2:37][CH:32]([CH2:33][CH2:34]3)[C@@H:31]2[C:38]([O:40]C)=[O:39])=[N:4][C:5]([C:9]2[C:17]3[C:12](=[N:13][CH:14]=[C:15]([F:18])[CH:16]=3)[N:11](S(C3C=CC(C)=CC=3)(=O)=O)[CH:10]=2)=[C:6]([F:8])[CH:7]=1.C[O-].[Na+].[OH-].[Na+]. Product: [F:1][C:2]1[C:3]([NH:29][C@H:30]2[CH:35]3[CH2:34][CH2:33][CH:32]([CH2:37][CH2:36]3)[C@@H:31]2[C:38]([OH:40])=[O:39])=[N:4][C:5]([C:9]2[C:17]3[C:12](=[N:13][CH:14]=[C:15]([F:18])[CH:16]=3)[NH:11][CH:10]=2)=[C:6]([F:8])[CH:7]=1. The catalyst class is: 36. (7) Reactant: [CH2:1]([O:3][P:4]([CH:9]([N:14]([C:24]([CH3:27])([CH3:26])[CH3:25])[O:15][CH:16]([C:18]1[CH:23]=[CH:22][N:21]=[CH:20][CH:19]=1)[CH3:17])[C:10]([CH3:13])([CH3:12])[CH3:11])(=[O:8])[O:5][CH2:6][CH3:7])[CH3:2].[CH3:28][S:29]([O-:32])(=[O:31])=[O:30]. Product: [CH3:16][C:18]1[CH:19]=[CH:20][C:28]([S:29]([O-:32])(=[O:31])=[O:30])=[CH:22][CH:23]=1.[CH3:28][N+:21]1[CH:20]=[CH:19][C:18]([CH:16]([O:15][N:14]([C:24]([CH3:26])([CH3:25])[CH3:27])[CH:9]([P:4]([O:5][CH2:6][CH3:7])([O:3][CH2:1][CH3:2])=[O:8])[C:10]([CH3:13])([CH3:12])[CH3:11])[CH3:17])=[CH:23][CH:22]=1. The catalyst class is: 1. (8) Reactant: [Cl:1][C:2]1[C:3]2[NH:10][CH:9]=[CH:8][C:4]=2[N:5]=[CH:6][N:7]=1.C(=O)([O-])[O-].[K+].[K+].[OH:17][CH2:18][C:19]1[CH:26]=[CH:25][C:22]([CH2:23]Cl)=[CH:21][CH:20]=1. Product: [Cl:1][C:2]1[C:3]2[N:10]([CH2:23][C:22]3[CH:25]=[CH:26][C:19]([CH2:18][OH:17])=[CH:20][CH:21]=3)[CH:9]=[CH:8][C:4]=2[N:5]=[CH:6][N:7]=1. The catalyst class is: 35. (9) Reactant: [F:1][CH:2]([C:5]1[CH:10]=[CH:9][CH:8]=[CH:7][C:6]=1[F:11])[C:3]#[N:4].B.O1CCCC1.[ClH:18]. Product: [ClH:18].[F:1][CH:2]([C:5]1[CH:10]=[CH:9][CH:8]=[CH:7][C:6]=1[F:11])[CH2:3][NH2:4]. The catalyst class is: 7.